Dataset: Full USPTO retrosynthesis dataset with 1.9M reactions from patents (1976-2016). Task: Predict the reactants needed to synthesize the given product. Given the product [CH2:15]([O:17][C:18](=[O:24])[C:19](=[O:20])[CH2:6][C:5](=[O:7])[CH:4]([CH3:3])[CH2:8][C:9]1[CH:10]=[CH:11][CH:12]=[CH:13][CH:14]=1)[CH3:16], predict the reactants needed to synthesize it. The reactants are: [H-].[Na+].[CH3:3][CH:4]([CH2:8][C:9]1[CH:14]=[CH:13][CH:12]=[CH:11][CH:10]=1)[C:5](=[O:7])[CH3:6].[CH2:15]([O:17][C:18](=[O:24])[C:19](OCC)=[O:20])[CH3:16].CC[O-].[Na+].